This data is from Forward reaction prediction with 1.9M reactions from USPTO patents (1976-2016). The task is: Predict the product of the given reaction. (1) Given the reactants F[C:2]1[CH:7]=[CH:6][CH:5]=[CH:4][C:3]=1[CH:8]([NH2:12])[CH2:9][CH2:10][NH2:11].CC1C=CC=CC=1C(N)CCN.ClC1C=CC=CC=1C(N)CCN, predict the reaction product. The product is: [C:3]1([CH:8]([NH2:12])[CH2:9][CH2:10][NH2:11])[CH:4]=[CH:5][CH:6]=[CH:7][CH:2]=1. (2) Given the reactants [Cl:1][C:2]1[N:7]=[C:6]([NH:8][C:9](=[O:17])OC2C=CC=CC=2)[CH:5]=[CH:4][C:3]=1[F:18].[F:19][C:20]1[CH:25]=[CH:24][C:23]([C:26]2[CH:27]=[N:28][N:29]3[CH2:34][CH2:33][NH:32][CH2:31][C:30]=23)=[CH:22][CH:21]=1.CCN(C(C)C)C(C)C, predict the reaction product. The product is: [Cl:1][C:2]1[N:7]=[C:6]([NH:8][C:9]([N:32]2[CH2:33][CH2:34][N:29]3[N:28]=[CH:27][C:26]([C:23]4[CH:22]=[CH:21][C:20]([F:19])=[CH:25][CH:24]=4)=[C:30]3[CH2:31]2)=[O:17])[CH:5]=[CH:4][C:3]=1[F:18]. (3) The product is: [S:2]([O:17][CH2:16][C:15]#[C:14][CH2:13][O:12][CH:7]1[CH2:8][CH2:9][CH2:10][CH2:11][O:6]1)(=[O:4])(=[O:3])[CH3:1]. Given the reactants [CH3:1][S:2](Cl)(=[O:4])=[O:3].[O:6]1[CH2:11][CH2:10][CH2:9][CH2:8][CH:7]1[O:12][CH2:13][C:14]#[C:15][CH2:16][OH:17].O.[Na+].[Cl-], predict the reaction product. (4) Given the reactants [C:1]([Si:5]([CH3:18])([CH3:17])[O:6][SiH:7]([CH3:16])[O:8][Si:9]([C:12]([CH3:15])([CH3:14])[CH3:13])([CH3:11])[CH3:10])([CH3:4])([CH3:3])[CH3:2].[CH3:19][N:20]([CH2:22][CH:23]=[CH2:24])[CH3:21], predict the reaction product. The product is: [C:1]([Si:5]([CH3:17])([CH3:18])[O:6][Si:7]([CH2:24][CH2:23][CH2:22][N:20]([CH3:21])[CH3:19])([CH3:16])[O:8][Si:9]([C:12]([CH3:15])([CH3:14])[CH3:13])([CH3:11])[CH3:10])([CH3:4])([CH3:3])[CH3:2]. (5) The product is: [Br:18][C:19]1[CH:24]=[CH:23][C:22]([O:25][CH:6]2[CH2:5][CH2:4][N:3]([C:8](=[O:10])[CH2:11][C:12]3[CH:17]=[CH:16][CH:15]=[CH:14][CH:13]=3)[CH2:2][CH:1]2[OH:7])=[CH:21][CH:20]=1.[Br:18][CH2:19][C:24]1[CH:23]=[CH:11][C:12]2[C:13](=[CH:14][CH:15]=[CH:16][CH:17]=2)[CH:26]=1. Given the reactants [CH:1]12[O:7][CH:6]1[CH2:5][CH2:4][N:3]([C:8]([O:10][CH2:11][C:12]1[CH:17]=[CH:16][CH:15]=[CH:14][CH:13]=1)=O)[CH2:2]2.[Br:18][C:19]1[CH:24]=[CH:23][C:22]([OH:25])=[CH:21][CH:20]=1.[CH2:26](Cl)Cl, predict the reaction product. (6) Given the reactants [OH:1][C:2]1[CH:11]=[C:10]2[C:5]([CH:6]=[CH:7][CH:8]=[C:9]2[NH:12][C:13](=[O:19])[O:14][C:15]([CH3:18])([CH3:17])[CH3:16])=[CH:4][CH:3]=1.C(=O)([O-])[O-].[Cs+].[Cs+].I[CH2:27][CH3:28], predict the reaction product. The product is: [CH2:27]([O:1][C:2]1[CH:11]=[C:10]2[C:5]([CH:6]=[CH:7][CH:8]=[C:9]2[NH:12][C:13](=[O:19])[O:14][C:15]([CH3:16])([CH3:18])[CH3:17])=[CH:4][CH:3]=1)[CH3:28]. (7) Given the reactants [C:1]([C:3]1[C:8]([OH:9])=[CH:7][CH:6]=[CH:5][N:4]=1)#[N:2].[Br:10]N1C(=O)CCC1=O.[CH2:18](Br)[C:19]1[CH:24]=[CH:23][CH:22]=[CH:21][CH:20]=1.C(=O)([O-])[O-].[K+].[K+], predict the reaction product. The product is: [CH2:18]([O:9][C:8]1[C:3]([C:1]#[N:2])=[N:4][C:5]([Br:10])=[CH:6][CH:7]=1)[C:19]1[CH:24]=[CH:23][CH:22]=[CH:21][CH:20]=1.